Dataset: Catalyst prediction with 721,799 reactions and 888 catalyst types from USPTO. Task: Predict which catalyst facilitates the given reaction. (1) Reactant: [Cl:1][C:2]1[C:12]2[O:11][CH2:10][CH2:9][N:8]([CH:13]([CH3:15])[CH3:14])[CH2:7][C:6]=2[CH:5]=[C:4]([N+:16]([O-])=O)[CH:3]=1.O.O.[Sn](Cl)Cl.C(=O)([O-])O.[Na+]. Product: [Cl:1][C:2]1[C:12]2[O:11][CH2:10][CH2:9][N:8]([CH:13]([CH3:14])[CH3:15])[CH2:7][C:6]=2[CH:5]=[C:4]([NH2:16])[CH:3]=1. The catalyst class is: 361. (2) Reactant: [Si]([O:8][CH2:9][CH2:10][N:11]([CH:44]1[CH2:46][CH2:45]1)[C:12]([C:14]1[C:19]([O:20][CH2:21][C:22]2[CH:27]=[CH:26][CH:25]=[CH:24][CH:23]=2)=[C:18]([OH:28])[N:17]=[C:16]([CH2:29][C:30]2([N:35]3[C:39]4=[N:40][CH:41]=[CH:42][CH:43]=[C:38]4[CH:37]=[CH:36]3)[CH2:34][CH2:33][CH2:32][CH2:31]2)[N:15]=1)=[O:13])(C(C)(C)C)(C)C.[F-].C([N+](CCCC)(CCCC)CCCC)CCC. Product: [CH:44]1([N:11]([CH2:10][CH2:9][OH:8])[C:12]([C:14]2[C:19]([O:20][CH2:21][C:22]3[CH:23]=[CH:24][CH:25]=[CH:26][CH:27]=3)=[C:18]([OH:28])[N:17]=[C:16]([CH2:29][C:30]3([N:35]4[C:39]5=[N:40][CH:41]=[CH:42][CH:43]=[C:38]5[CH:37]=[CH:36]4)[CH2:34][CH2:33][CH2:32][CH2:31]3)[N:15]=2)=[O:13])[CH2:46][CH2:45]1. The catalyst class is: 7. (3) Reactant: [F:1][C:2]1[C:7]([F:8])=[CH:6][CH:5]=[CH:4][C:3]=1[C:9]1[CH:14]=[CH:13][N:12]=[C:11]2[NH:15][C:16]([C:18]3[CH2:23][CH2:22][N:21](C(OC(C)(C)C)=O)[CH2:20][CH:19]=3)=[CH:17][C:10]=12.FC(F)(F)C(O)=O. Product: [F:1][C:2]1[C:7]([F:8])=[CH:6][CH:5]=[CH:4][C:3]=1[C:9]1[CH:14]=[CH:13][N:12]=[C:11]2[NH:15][C:16]([C:18]3[CH2:23][CH2:22][NH:21][CH2:20][CH:19]=3)=[CH:17][C:10]=12. The catalyst class is: 4. (4) Reactant: [C:1]([O:5][C:6](=[O:43])[NH:7][C@H:8]1[CH2:13][CH2:12][C@H:11]([C:14](=[O:42])[NH:15][C:16]2[CH:21]=[C:20]([O:22][C:23]3[CH:28]=[CH:27][C:26]([C:29]#[N:30])=[CH:25][CH:24]=3)[CH:19]=[C:18]([O:31][C:32]3[CH:37]=[CH:36][C:35]([N+:38]([O-])=O)=[C:34]([NH2:41])[CH:33]=3)[CH:17]=2)[CH2:10][CH2:9]1)([CH3:4])([CH3:3])[CH3:2].[Cl-].[NH4+]. Product: [C:1]([O:5][C:6](=[O:43])[NH:7][C@H:8]1[CH2:13][CH2:12][C@H:11]([C:14](=[O:42])[NH:15][C:16]2[CH:17]=[C:18]([O:31][C:32]3[CH:37]=[CH:36][C:35]([NH2:38])=[C:34]([NH2:41])[CH:33]=3)[CH:19]=[C:20]([O:22][C:23]3[CH:28]=[CH:27][C:26]([C:29]#[N:30])=[CH:25][CH:24]=3)[CH:21]=2)[CH2:10][CH2:9]1)([CH3:4])([CH3:2])[CH3:3]. The catalyst class is: 284. (5) Reactant: [CH2:1]([O:3][CH2:4][C@@:5]12[O:12][C@@H:9]([CH:10]=[CH:11]1)[C:8](=[O:13])[CH2:7][C:6]2=[O:14])[CH3:2].[H][H]. Product: [CH2:1]([O:3][CH2:4][C@@:5]12[O:12][C@@H:9]([CH2:10][CH2:11]1)[C:8](=[O:13])[CH2:7][C:6]2=[O:14])[CH3:2]. The catalyst class is: 78. (6) Reactant: [F:1][C:2]([F:36])([F:35])[C:3]1[CH:4]=[C:5]([C:9]#[C:10][C:11]2[N:15]3[CH:16]=[CH:17][CH:18]=[CH:19][C:14]3=[N:13][C:12]=2[CH2:20][NH:21][C:22](=[O:34])[NH:23][C:24]2[CH:25]=[C:26]([CH:31]=[CH:32][CH:33]=2)[C:27]([O:29]C)=[O:28])[CH:6]=[CH:7][CH:8]=1.[OH-].[Na+].C(O)(=O)C. Product: [F:36][C:2]([F:1])([F:35])[C:3]1[CH:4]=[C:5]([C:9]#[C:10][C:11]2[N:15]3[CH:16]=[CH:17][CH:18]=[CH:19][C:14]3=[N:13][C:12]=2[CH2:20][NH:21][C:22](=[O:34])[NH:23][C:24]2[CH:25]=[C:26]([CH:31]=[CH:32][CH:33]=2)[C:27]([OH:29])=[O:28])[CH:6]=[CH:7][CH:8]=1. The catalyst class is: 364. (7) Reactant: [C:1]1([OH:7])[CH:6]=[CH:5][CH:4]=[CH:3][CH:2]=1.[CH:8]([Cl:11])([Cl:10])[Cl:9]. Product: [C:1]1([OH:7])[CH:6]=[CH:5][CH:4]=[CH:3][CH:2]=1.[CH:8]([Cl:11])([Cl:10])[Cl:9]. The catalyst class is: 6. (8) Reactant: [F:1][C:2]1[CH:3]=[C:4]([C@@:12]([NH:27][C:28]([NH2:30])=[S:29])([C:20]2[CH:25]=[CH:24][C:23]([F:26])=[CH:22][CH:21]=2)[CH2:13][C:14]2[CH:19]=[CH:18][CH:17]=[CH:16][CH:15]=2)[CH:5]=[C:6]([C:8]([F:11])([F:10])[F:9])[CH:7]=1.Br[CH:32]([CH3:36])[C:33](=O)[CH3:34]. Product: [F:1][C:2]1[CH:3]=[C:4]([C@@:12]([NH:27][C:28]2[S:29][C:32]([CH3:36])=[C:33]([CH3:34])[N:30]=2)([C:20]2[CH:21]=[CH:22][C:23]([F:26])=[CH:24][CH:25]=2)[CH2:13][C:14]2[CH:19]=[CH:18][CH:17]=[CH:16][CH:15]=2)[CH:5]=[C:6]([C:8]([F:11])([F:9])[F:10])[CH:7]=1. The catalyst class is: 8. (9) Reactant: [Br:1][C:2]1[CH:22]=[CH:21][C:5]2[C:6]3[N:10]([CH2:11][CH2:12][O:13][C:4]=2[CH:3]=1)[CH:9]=[C:8]([C:14]([NH:16][C:17](=[NH:20])[S:18][CH3:19])=O)[N:7]=3.Cl.[CH:24]([NH:27]N)([CH3:26])[CH3:25]. Product: [Br:1][C:2]1[CH:22]=[CH:21][C:5]2[C:6]3[N:10]([CH:9]=[C:8]([C:14]4[N:27]([CH:24]([CH3:26])[CH3:25])[N:20]=[C:17]([S:18][CH3:19])[N:16]=4)[N:7]=3)[CH2:11][CH2:12][O:13][C:4]=2[CH:3]=1. The catalyst class is: 15. (10) Reactant: [Cl:1][C:2]1[CH:7]=[CH:6][C:5]([C:8]2[N:12]([CH2:13][C:14]3[CH:19]=[CH:18][C:17]([O:20][CH3:21])=[CH:16][CH:15]=3)[C:11](=[O:22])[N:10]([CH2:23][C:24]([O:26]CC)=[O:25])[N:9]=2)=[CH:4][CH:3]=1.[OH-].[K+].Cl. Product: [Cl:1][C:2]1[CH:7]=[CH:6][C:5]([C:8]2[N:12]([CH2:13][C:14]3[CH:19]=[CH:18][C:17]([O:20][CH3:21])=[CH:16][CH:15]=3)[C:11](=[O:22])[N:10]([CH2:23][C:24]([OH:26])=[O:25])[N:9]=2)=[CH:4][CH:3]=1. The catalyst class is: 5.